Dataset: Forward reaction prediction with 1.9M reactions from USPTO patents (1976-2016). Task: Predict the product of the given reaction. (1) Given the reactants [O:1]1[C:5]2[CH:6]=[C:7]([CH2:10]O)[CH:8]=[CH:9][C:4]=2[CH2:3][CH2:2]1.O=S(Cl)[Cl:14], predict the reaction product. The product is: [Cl:14][CH2:10][C:7]1[CH:8]=[CH:9][C:4]2[CH2:3][CH2:2][O:1][C:5]=2[CH:6]=1. (2) Given the reactants C(O)CCCCCCC/C=C\CCCC.[CH2:16]([OH:36])[CH2:17][CH2:18][CH2:19][CH2:20][CH2:21][CH2:22][CH2:23][CH2:24][CH2:25][CH:26]=[CH:27][CH2:28][CH2:29][CH2:30][CH2:31]CCCC.C=CCCCC, predict the reaction product. The product is: [CH2:16]([OH:36])[CH2:17][CH2:18][CH2:19][CH2:20][CH2:21][CH2:22][CH2:23][CH2:24][CH2:25]/[CH:26]=[CH:27]\[CH2:28][CH2:29][CH2:30][CH3:31]. (3) Given the reactants [N:1]1[CH:6]=[CH:5][CH:4]=[CH:3][C:2]=1[CH2:7][N:8]1[C:16]2[C:11](=[CH:12][C:13]([NH:17][C:18]3[C:27]4[C:26]([OH:28])=[CH:25][CH:24]=[CH:23][C:22]=4[N:21]=[CH:20][N:19]=3)=[CH:14][CH:15]=2)[CH:10]=[CH:9]1.O[C@@H:30]([CH3:35])[C:31]([O:33][CH3:34])=[O:32].C1(P(C2C=CC=CC=2)C2C=CC=CC=2)C=CC=CC=1, predict the reaction product. The product is: [N:1]1[CH:6]=[CH:5][CH:4]=[CH:3][C:2]=1[CH2:7][N:8]1[C:16]2[C:11](=[CH:12][C:13]([NH:17][C:18]3[C:27]4[C:22](=[CH:23][CH:24]=[CH:25][C:26]=4[O:28][C@H:30]([CH3:35])[C:31]([O:33][CH3:34])=[O:32])[N:21]=[CH:20][N:19]=3)=[CH:14][CH:15]=2)[CH:10]=[CH:9]1.